This data is from Full USPTO retrosynthesis dataset with 1.9M reactions from patents (1976-2016). The task is: Predict the reactants needed to synthesize the given product. (1) Given the product [F:39][CH:2]([F:1])[C:3]1[N:7]([C:8]2[N:13]=[C:12]([N:14]3[CH2:19][CH2:18][O:17][CH2:16][CH2:15]3)[N:11]=[C:10]([CH:20]3[CH2:21][CH2:22][CH2:23][N:24]([C:26]([O:28][C:29]([CH3:31])([CH3:32])[CH3:30])=[O:27])[CH2:25]3)[N:9]=2)[C:6]2[CH:33]=[CH:34][CH:35]=[C:36]([O:37][CH3:38])[C:5]=2[N:4]=1, predict the reactants needed to synthesize it. The reactants are: [F:1][CH:2]([F:39])[C:3]1[N:7]([C:8]2[N:13]=[C:12]([N:14]3[CH2:19][CH2:18][O:17][CH2:16][CH2:15]3)[N:11]=[C:10]([C:20]3[CH2:21][CH2:22][CH2:23][N:24]([C:26]([O:28][C:29]([CH3:32])([CH3:31])[CH3:30])=[O:27])[CH:25]=3)[N:9]=2)[C:6]2[CH:33]=[CH:34][CH:35]=[C:36]([O:37][CH3:38])[C:5]=2[N:4]=1. (2) The reactants are: Br[C:2]1[CH:7]=[CH:6][C:5]([C:8]2[N:9]([C:24]3[CH:29]=[CH:28][C:27]([Cl:30])=[CH:26][CH:25]=3)[C:10](=[O:23])[C:11]3[CH:16]=[N:15][N:14]([C:17]4[CH:22]=[CH:21][CH:20]=[CH:19][CH:18]=4)[C:12]=3[N:13]=2)=[CH:4][CH:3]=1.C([Sn](CCCC)(CCCC)[C:36]1[CH:41]=[CH:40][CH:39]=[CH:38][N:37]=1)CCC. Given the product [Cl:30][C:27]1[CH:28]=[CH:29][C:24]([N:9]2[C:10](=[O:23])[C:11]3[CH:16]=[N:15][N:14]([C:17]4[CH:22]=[CH:21][CH:20]=[CH:19][CH:18]=4)[C:12]=3[N:13]=[C:8]2[C:5]2[CH:4]=[CH:3][C:2]([C:36]3[CH:41]=[CH:40][CH:39]=[CH:38][N:37]=3)=[CH:7][CH:6]=2)=[CH:25][CH:26]=1, predict the reactants needed to synthesize it. (3) Given the product [C:1]([O:5][C:6]([N:8]1[CH2:13][CH2:12][CH:11]([NH:14][C:15]2[C:20]([O:21][CH2:25][C:26]([O:28][CH2:29][CH3:30])=[O:27])=[CH:19][CH:18]=[CH:17][N:16]=2)[CH2:10][CH2:9]1)=[O:7])([CH3:4])([CH3:2])[CH3:3], predict the reactants needed to synthesize it. The reactants are: [C:1]([O:5][C:6]([N:8]1[CH2:13][CH2:12][CH:11]([NH:14][C:15]2[C:20]([OH:21])=[CH:19][CH:18]=[CH:17][N:16]=2)[CH2:10][CH2:9]1)=[O:7])([CH3:4])([CH3:3])[CH3:2].[H-].[Na+].Br[CH2:25][C:26]([O:28][CH2:29][CH3:30])=[O:27].C([O-])(O)=O.[Na+]. (4) The reactants are: [Br:1][C:2]1[CH:3]=[N:4][CH:5]=[C:6]([Br:8])[CH:7]=1.[Li+].[CH3:10][CH:11]([N-]C(C)C)[CH3:12].C(Br)C=C.[NH4+].[Cl-]. Given the product [CH2:12]([C:7]1[C:6]([Br:8])=[CH:5][N:4]=[CH:3][C:2]=1[Br:1])[CH:11]=[CH2:10], predict the reactants needed to synthesize it. (5) Given the product [N:14]1([C:12]([C:5]2[C:6]([C:8]([F:11])([F:10])[F:9])=[N:7][C:2]([N:29]3[C:30]4[C:25](=[CH:24][C:23]([N+:20]([O-:22])=[O:21])=[CH:32][CH:31]=4)[CH2:26][CH2:27][CH2:28]3)=[N:3][CH:4]=2)=[O:13])[CH2:19][CH2:18][O:17][CH2:16][CH2:15]1, predict the reactants needed to synthesize it. The reactants are: Cl[C:2]1[N:7]=[C:6]([C:8]([F:11])([F:10])[F:9])[C:5]([C:12]([N:14]2[CH2:19][CH2:18][O:17][CH2:16][CH2:15]2)=[O:13])=[CH:4][N:3]=1.[N+:20]([C:23]1[CH:24]=[C:25]2[C:30](=[CH:31][CH:32]=1)[NH:29][CH2:28][CH2:27][CH2:26]2)([O-:22])=[O:21].C1C=CC(P(C2C=CC3C(=CC=CC=3)C=2C2C3C(=CC=CC=3)C=CC=2P(C2C=CC=CC=2)C2C=CC=CC=2)C2C=CC=CC=2)=CC=1.CC(C)([O-])C.[Na+].